The task is: Predict the reaction yield, written as a fraction of the theoretical maximum amount of product (1.0 means a 100% yield; for example, 0.34 means a 34% yield).. This data is from Reaction yield outcomes from USPTO patents with 853,638 reactions. (1) The reactants are [C:1]([O:7][CH2:8][C@H:9]([C:15]1[C:24]([CH3:25])=[CH:23][C:18]2[N:19]=[C:20](Cl)[S:21][C:17]=2[C:16]=1[Br:26])[O:10][C:11]([CH3:14])([CH3:13])[CH3:12])(=[O:6])[C:2]([CH3:5])([CH3:4])[CH3:3].[CH2:27]([O:34][C:35]1[CH:36]=[C:37](B2OC(C)(C)C(C)(C)O2)[CH:38]=[CH:39][CH:40]=1)[C:28]1[CH:33]=[CH:32][CH:31]=[CH:30][CH:29]=1.C([O-])([O-])=O.[K+].[K+]. The catalyst is O1CCOCC1.C1C=CC([P]([Pd]([P](C2C=CC=CC=2)(C2C=CC=CC=2)C2C=CC=CC=2)([P](C2C=CC=CC=2)(C2C=CC=CC=2)C2C=CC=CC=2)[P](C2C=CC=CC=2)(C2C=CC=CC=2)C2C=CC=CC=2)(C2C=CC=CC=2)C2C=CC=CC=2)=CC=1. The product is [C:1]([O:7][CH2:8][C@H:9]([C:15]1[C:24]([CH3:25])=[CH:23][C:18]2[N:19]=[C:20]([C:37]3[CH:38]=[CH:39][CH:40]=[C:35]([O:34][CH2:27][C:28]4[CH:33]=[CH:32][CH:31]=[CH:30][CH:29]=4)[CH:36]=3)[S:21][C:17]=2[C:16]=1[Br:26])[O:10][C:11]([CH3:14])([CH3:13])[CH3:12])(=[O:6])[C:2]([CH3:5])([CH3:4])[CH3:3]. The yield is 0.580. (2) The reactants are CON(C)[C:4]([C:6]1[CH:11]=[CH:10][N:9]=[N:8][CH:7]=1)=[O:5].[CH3:13][Mg]Br.[Cl-].[Na+]. The catalyst is O1CCCC1. The product is [N:9]1[CH:10]=[CH:11][C:6]([C:4](=[O:5])[CH3:13])=[CH:7][N:8]=1. The yield is 0.420.